From a dataset of Forward reaction prediction with 1.9M reactions from USPTO patents (1976-2016). Predict the product of the given reaction. (1) The product is: [Cl:1][C:2]([Cl:7])([Cl:6])[C:3]([NH:12][C@@H:11]1[C@@H:13]([OH:14])[C@H:15]([OH:16])[C@@H:17]([CH2:19][OH:20])[O:18][CH:10]1[OH:9])=[O:4]. Given the reactants [Cl:1][C:2]([Cl:7])([Cl:6])[C:3](Cl)=[O:4].Cl.[OH:9][CH:10]1[O:18][C@H:17]([CH2:19][OH:20])[C@@H:15]([OH:16])[C@H:13]([OH:14])[C@H:11]1[NH2:12].C(=O)(O)[O-].[Na+].Cl, predict the reaction product. (2) Given the reactants [C:1]1([CH:7]([C:14]2[CH:19]=[CH:18][CH:17]=[CH:16][CH:15]=2)[NH:8][CH2:9][Si:10]([CH3:13])([CH3:12])[CH3:11])[CH:6]=[CH:5][CH:4]=[CH:3][CH:2]=1.[CH2:20]=O.CO.[C:24]([O-:27])([O-])=O.[K+].[K+], predict the reaction product. The product is: [CH3:20][O:27][CH2:24][N:8]([CH2:9][Si:10]([CH3:13])([CH3:12])[CH3:11])[CH:7]([C:14]1[CH:19]=[CH:18][CH:17]=[CH:16][CH:15]=1)[C:1]1[CH:2]=[CH:3][CH:4]=[CH:5][CH:6]=1. (3) Given the reactants FC(F)(F)S(O[C:7]1[CH:12]=[CH:11][CH:10]=[CH:9][C:8]=1[NH:13][C:14](=[O:34])[C@@H:15]1[CH2:19][CH2:18][CH2:17][N:16]1[C:20](=[O:33])[CH2:21][CH2:22][C:23]1[N:27]([CH3:28])[C:26]2[CH:29]=[CH:30][CH:31]=[CH:32][C:25]=2[N:24]=1)(=O)=O.[CH3:37][O:38][C:39]1[C:44](B(O)O)=[CH:43][CH:42]=[CH:41][N:40]=1.C(=O)([O-])[O-].[Cs+].[Cs+], predict the reaction product. The product is: [CH3:37][O:38][C:39]1[C:44]([C:7]2[CH:12]=[CH:11][CH:10]=[CH:9][C:8]=2[NH:13][C:14](=[O:34])[C@@H:15]2[CH2:19][CH2:18][CH2:17][N:16]2[C:20](=[O:33])[CH2:21][CH2:22][C:23]2[N:27]([CH3:28])[C:26]3[CH:29]=[CH:30][CH:31]=[CH:32][C:25]=3[N:24]=2)=[CH:43][CH:42]=[CH:41][N:40]=1. (4) Given the reactants [F:1][C:2]1[CH:3]=[C:4]([C:9]2[C:10]([NH2:16])=[N:11][CH:12]=[C:13]([CH3:15])[CH:14]=2)[CH:5]=[CH:6][C:7]=1[F:8].C(=O)(O)[O-].[Na+].[C:22](Cl)(Cl)=[S:23], predict the reaction product. The product is: [F:1][C:2]1[CH:3]=[C:4]([C:9]2[C:10]([N:16]=[C:22]=[S:23])=[N:11][CH:12]=[C:13]([CH3:15])[CH:14]=2)[CH:5]=[CH:6][C:7]=1[F:8]. (5) Given the reactants Br[C:2]1[CH:7]=[N:6][C:5]2=[C:8]([N:11]3[CH2:16][CH2:15][CH:14]([OH:17])[CH2:13][CH2:12]3)[S:9][N:10]=[C:4]2[CH:3]=1.[CH3:18][O:19][C:20]1[CH:21]=[C:22](B(O)O)[CH:23]=[CH:24][C:25]=1[O:26][CH3:27].C([O-])([O-])=O.[K+].[K+], predict the reaction product. The product is: [CH3:18][O:19][C:20]1[CH:21]=[C:22]([C:2]2[CH:7]=[N:6][C:5]3=[C:8]([N:11]4[CH2:16][CH2:15][CH:14]([OH:17])[CH2:13][CH2:12]4)[S:9][N:10]=[C:4]3[CH:3]=2)[CH:23]=[CH:24][C:25]=1[O:26][CH3:27]. (6) Given the reactants C([O:4][C@@H:5]([CH2:8][C:9]1[CH:14]=[CH:13][CH:12]=[CH:11][C:10]=1[OH:15])[CH2:6][Br:7])(=O)C.BrC[C@@H](O)CC1C=C(F)C=CC=1O, predict the reaction product. The product is: [Br:7][CH2:6][C@@H:5]([OH:4])[CH2:8][C:9]1[CH:14]=[CH:13][CH:12]=[CH:11][C:10]=1[OH:15]. (7) Given the reactants Cl.[Cl:2][C:3]1[CH:4]=[CH:5][C:6]([O:20][CH2:21][CH:22]([CH3:24])[CH3:23])=[C:7]([CH2:9][C:10]2[N:15]=[C:14]([C:16](=[NH:19])OC)[CH:13]=[CH:12][CH:11]=2)[CH:8]=1.[NH2:25][C:26]1[CH:27]=[C:28]([CH:33]=[CH:34][C:35]=1N)[C:29]([O:31][CH3:32])=[O:30], predict the reaction product. The product is: [Cl:2][C:3]1[CH:4]=[CH:5][C:6]([O:20][CH2:21][CH:22]([CH3:23])[CH3:24])=[C:7]([CH2:9][C:10]2[N:15]=[C:14]([C:16]3[NH:19][C:35]4[CH:34]=[CH:33][C:28]([C:29]([O:31][CH3:32])=[O:30])=[CH:27][C:26]=4[N:25]=3)[CH:13]=[CH:12][CH:11]=2)[CH:8]=1. (8) Given the reactants Cl[C:2]1[N:7]=[C:6]([NH2:8])[CH:5]=[CH:4][N:3]=1.[CH3:9][O:10][C:11]1([CH3:17])[CH2:16][CH2:15][NH:14][CH2:13][CH2:12]1, predict the reaction product. The product is: [CH3:9][O:10][C:11]1([CH3:17])[CH2:16][CH2:15][N:14]([C:2]2[N:7]=[C:6]([NH2:8])[CH:5]=[CH:4][N:3]=2)[CH2:13][CH2:12]1. (9) Given the reactants IC1N2C(SC([NH:10][C:11]3[CH:16]=[CH:15][C:14]([O:17][CH3:18])=[CH:13][CH:12]=3)=N2)=NC=1.CN(C1C=C(B(O)O)C=CC=1)C.C(=O)([O-])[O-].[Cs+].[Cs+].O, predict the reaction product. The product is: [CH3:18][O:17][C:14]1[CH:15]=[CH:16][C:11]([NH2:10])=[CH:12][CH:13]=1. (10) Given the reactants [F:1][C:2]1[CH:7]=[C:6]([F:8])[CH:5]=[CH:4][C:3]=1[SH:9].I[CH2:11][CH3:12].C(N(CC)CC)C, predict the reaction product. The product is: [CH2:11]([S:9][C:3]1[CH:4]=[CH:5][C:6]([F:8])=[CH:7][C:2]=1[F:1])[CH3:12].